From a dataset of Reaction yield outcomes from USPTO patents with 853,638 reactions. Predict the reaction yield, written as a fraction of the theoretical maximum amount of product (1.0 means a 100% yield; for example, 0.34 means a 34% yield). (1) The reactants are Cl[C:2]1[C:7]([Cl:8])=[C:6]([I:9])[CH:5]=[CH:4][N:3]=1.O.[NH2:11][NH2:12].[NH4+].[OH-]. The catalyst is O1CCOCC1.CCO. The product is [Cl:8][C:7]1[C:2]([NH:11][NH2:12])=[N:3][CH:4]=[CH:5][C:6]=1[I:9]. The yield is 0.520. (2) The reactants are [NH2:1][C:2]1[N:3]=[C:4]([NH:18][CH:19]2[CH2:24][CH2:23][NH:22][CH2:21][CH2:20]2)[S:5][C:6]=1[C:7]([C:9]1[CH:14]=[CH:13][C:12]([O:15][CH3:16])=[C:11]([F:17])[CH:10]=1)=[O:8].[C:25](Cl)(=[O:27])[CH3:26]. No catalyst specified. The product is [NH2:1][C:2]1[N:3]=[C:4]([NH:18][CH:19]2[CH2:24][CH2:23][N:22]([C:25](=[O:27])[CH3:26])[CH2:21][CH2:20]2)[S:5][C:6]=1[C:7](=[O:8])[C:9]1[CH:14]=[CH:13][C:12]([O:15][CH3:16])=[C:11]([F:17])[CH:10]=1. The yield is 0.770. (3) The product is [F:32][C:31]1[C:27]([F:26])([F:38])[C:28]([F:36])([F:37])[C:29]([F:34])([F:35])[C:30]=1[C:2]1[CH:6]=[C:5]([C:7]2[CH:12]=[CH:11][C:10]([CH:13]=[CH2:14])=[CH:9][CH:8]=2)[S:4][C:3]=1[C:15]1[CH:20]=[CH:19][CH:18]=[CH:17][CH:16]=1. The reactants are Br[C:2]1[CH:6]=[C:5]([C:7]2[CH:12]=[CH:11][C:10]([CH:13]=[CH2:14])=[CH:9][CH:8]=2)[S:4][C:3]=1[C:15]1[CH:20]=[CH:19][CH:18]=[CH:17][CH:16]=1.[Li]CCCC.[F:26][C:27]1([F:38])[C:31]([F:32])=[C:30](F)[C:29]([F:35])([F:34])[C:28]1([F:37])[F:36]. The yield is 0.670. The catalyst is CCOCC. (4) The reactants are [C:1]([O:5][C:6]([N:8]1[CH2:13][CH2:12][C:11](=[CH:14][C:15]2S[C:17]3[CH:23]=[CH:22][CH:21]=[CH:20][C:18]=3[CH:19]=2)[CH2:10][CH2:9]1)=[O:7])([CH3:4])([CH3:3])[CH3:2].[O:24]1C2C=CC=CC=2C=C1B(O)O. No catalyst specified. The product is [C:1]([O:5][C:6]([N:8]1[CH2:13][CH2:12][C:11](=[CH:14][C:15]2[O:24][C:17]3[CH:23]=[CH:22][CH:21]=[CH:20][C:18]=3[CH:19]=2)[CH2:10][CH2:9]1)=[O:7])([CH3:4])([CH3:3])[CH3:2]. The yield is 0.740.